From a dataset of Catalyst prediction with 721,799 reactions and 888 catalyst types from USPTO. Predict which catalyst facilitates the given reaction. Reactant: [OH:1][C:2]1[CH:11]=[CH:10][CH:9]=[C:8]2[C:3]=1[CH:4]=[CH:5][N:6]=[CH:7]2.C(N(CC)CC)C.[C:19](Cl)(=[O:26])[C:20]1[CH:25]=[CH:24][CH:23]=[CH:22][CH:21]=1. Product: [C:19]([O:1][C:2]1[CH:11]=[CH:10][CH:9]=[C:8]2[C:3]=1[CH:4]=[CH:5][N:6]=[CH:7]2)(=[O:26])[C:20]1[CH:25]=[CH:24][CH:23]=[CH:22][CH:21]=1. The catalyst class is: 4.